This data is from Forward reaction prediction with 1.9M reactions from USPTO patents (1976-2016). The task is: Predict the product of the given reaction. (1) The product is: [CH3:17][C:12]1[CH:13]=[C:14]([CH3:16])[CH:15]=[C:10]([CH3:23])[C:11]=1[S:18]([O-:21])(=[O:20])=[O:19].[NH2:22][N:4]1[C:5]([CH3:8])=[CH:6][N:7]=[C:2]([CH3:1])[C:3]1=[NH2+:9]. Given the reactants [CH3:1][C:2]1[C:3]([NH2:9])=[N:4][C:5]([CH3:8])=[CH:6][N:7]=1.[C:10]1([CH3:23])[CH:15]=[C:14]([CH3:16])[CH:13]=[C:12]([CH3:17])[C:11]=1[S:18]([O:21][NH2:22])(=[O:20])=[O:19], predict the reaction product. (2) Given the reactants C([NH:8][C@H:9]([C:13]([O:15][CH2:16][C@H:17]([CH2:30][CH2:31][O:32][C:33](=[O:51])[CH2:34][CH2:35][CH2:36][CH2:37][CH2:38][CH2:39][CH2:40][CH2:41][CH2:42][CH2:43][CH2:44][CH2:45][CH2:46][CH2:47][CH2:48][CH2:49][CH3:50])[CH2:18][N:19]1[CH:27]=[N:26][C:25]2[C:24](=[O:28])[NH:23][C:22]([NH2:29])=[N:21][C:20]1=2)=[O:14])[CH:10]([CH3:12])[CH3:11])(OC(C)(C)C)=O.C(N[C@H](C(O)=O)C(C)C)(OC(C)(C)C)=O.C1(N=C=NC2CCCCC2)CCCCC1.OC[C@H](CCOC(=O)CCCCCCCCCCCCCCCCC)CN1C=NC2C(=O)NC(N)=NC1=2, predict the reaction product. The product is: [NH2:8][C@H:9]([C:13]([O:15][CH2:16][C@H:17]([CH2:30][CH2:31][O:32][C:33](=[O:51])[CH2:34][CH2:35][CH2:36][CH2:37][CH2:38][CH2:39][CH2:40][CH2:41][CH2:42][CH2:43][CH2:44][CH2:45][CH2:46][CH2:47][CH2:48][CH2:49][CH3:50])[CH2:18][N:19]1[CH:27]=[N:26][C:25]2[C:24](=[O:28])[NH:23][C:22]([NH2:29])=[N:21][C:20]1=2)=[O:14])[CH:10]([CH3:12])[CH3:11]. (3) The product is: [CH3:35][C:20]1[N:19]=[C:18]([C:15]2[S:14][C:13]([C:9]3([OH:8])[CH2:12][CH2:11][CH2:10]3)=[N:17][CH:16]=2)[CH:23]=[C:22]([NH:24][C:25]2[N:30]=[C:29]([C:31]([F:34])([F:32])[F:33])[CH:28]=[CH:27][N:26]=2)[CH:21]=1. Given the reactants C([O:8][C:9]1([C:13]2[S:14][C:15]([C:18]3[CH:23]=[C:22]([NH:24][C:25]4[N:30]=[C:29]([C:31]([F:34])([F:33])[F:32])[CH:28]=[CH:27][N:26]=4)[CH:21]=[C:20]([CH3:35])[N:19]=3)=[CH:16][N:17]=2)[CH2:12][CH2:11][CH2:10]1)C1C=CC=CC=1.B(Br)(Br)Br.CO, predict the reaction product. (4) Given the reactants [Br:1][C:2]1[CH:7]=[CH:6][C:5]([C@@H:8]([N:10]2[CH2:16][CH2:15][CH2:14][C@:13]([CH2:23][C:24]3([CH3:27])[CH2:26][O:25]3)([C:17]3[CH:22]=[CH:21][CH:20]=[CH:19][CH:18]=3)[O:12][C:11]2=[O:28])[CH3:9])=[CH:4][CH:3]=1, predict the reaction product. The product is: [Br:1][C:2]1[CH:7]=[CH:6][C:5]([C@@H:8]([N:10]2[CH2:16][CH2:15][CH2:14][C@:13]([CH2:23][C:24]([OH:25])([CH3:26])[CH3:27])([C:17]3[CH:18]=[CH:19][CH:20]=[CH:21][CH:22]=3)[O:12][C:11]2=[O:28])[CH3:9])=[CH:4][CH:3]=1. (5) Given the reactants C(OC(=O)[N:7]([S:13]([C:16]1[CH:21]=[CH:20][C:19]([O:22][C:23]2[CH:24]=[N:25][C:26](Cl)=[CH:27][C:28]=2[C:29]2[CH:30]=[N:31][CH:32]=[CH:33][CH:34]=2)=[C:18]([C:36]#[N:37])[CH:17]=1)(=[O:15])=[O:14])[C:8]1[N:9]=[CH:10][S:11][CH:12]=1)(C)(C)C.[F:39][C:40]1[CH:41]=[C:42](B(O)O)[CH:43]=[CH:44][CH:45]=1.C([O-])([O-])=O.[Na+].[Na+].O, predict the reaction product. The product is: [C:36]([C:18]1[CH:17]=[C:16]([S:13]([NH:7][C:8]2[N:9]=[CH:10][S:11][CH:12]=2)(=[O:15])=[O:14])[CH:21]=[CH:20][C:19]=1[O:22][C:23]1[CH:24]=[N:25][C:26]([C:44]2[CH:43]=[CH:42][CH:41]=[C:40]([F:39])[CH:45]=2)=[CH:27][C:28]=1[C:29]1[CH:30]=[N:31][CH:32]=[CH:33][CH:34]=1)#[N:37].